Dataset: Peptide-MHC class I binding affinity with 185,985 pairs from IEDB/IMGT. Task: Regression. Given a peptide amino acid sequence and an MHC pseudo amino acid sequence, predict their binding affinity value. This is MHC class I binding data. (1) The peptide sequence is ITFHNQRDF. The MHC is HLA-A69:01 with pseudo-sequence HLA-A69:01. The binding affinity (normalized) is 0.0847. (2) The peptide sequence is SLTIPSFYT. The MHC is HLA-A80:01 with pseudo-sequence HLA-A80:01. The binding affinity (normalized) is 0.0847.